Dataset: Reaction yield outcomes from USPTO patents with 853,638 reactions. Task: Predict the reaction yield, written as a fraction of the theoretical maximum amount of product (1.0 means a 100% yield; for example, 0.34 means a 34% yield). The reactants are Br[C:2]1[CH:7]=[CH:6][C:5]([CH2:8][O:9][Si:10]([C:13]([CH3:16])([CH3:15])[CH3:14])([CH3:12])[CH3:11])=[CH:4][C:3]=1[S:17]([NH:20][C:21]([CH3:24])([CH3:23])[CH3:22])(=[O:19])=[O:18].[C:25]1([CH2:31][SH:32])[CH:30]=[CH:29][CH:28]=[CH:27][CH:26]=1.C(N(C(C)C)C(C)C)C. The catalyst is CN(C)C=O.CC1(C)C2C=CC=C(P(C3C=CC=CC=3)C3C=CC=CC=3)C=2OC2C1=CC=CC=2P(C1C=CC=CC=1)C1C=CC=CC=1. The product is [CH2:31]([S:32][C:2]1[CH:7]=[CH:6][C:5]([CH2:8][O:9][Si:10]([C:13]([CH3:16])([CH3:15])[CH3:14])([CH3:12])[CH3:11])=[CH:4][C:3]=1[S:17]([NH:20][C:21]([CH3:24])([CH3:23])[CH3:22])(=[O:19])=[O:18])[C:25]1[CH:30]=[CH:29][CH:28]=[CH:27][CH:26]=1. The yield is 0.860.